This data is from Experimentally validated miRNA-target interactions with 360,000+ pairs, plus equal number of negative samples. The task is: Binary Classification. Given a miRNA mature sequence and a target amino acid sequence, predict their likelihood of interaction. The miRNA is hsa-miR-4763-5p with sequence CGCCUGCCCAGCCCUCCUGCU. The protein sequence of the target gene is MGKEQELVQAVKAEDVGTAQRLLQRPRPGKAKLLGSTKKINVNFQDPDGFSALHHAALNGNTELISLLLEAQAAVDIKDNKGMRPLHYAAWQGRKEPMKLVLKAGSAVNVPSDEGHIPLHLAAQHGHYDVSEMLLQHQSNPCMVDNSGKTPLDLACEFGRVGVVQLLLSSNMCAALLEPRPGDTTDPNGTSPLHLAAKNGHIDIIRLLLQAGIDINRQTKSGTALHEAALCGKTEVVRLLLDSGINAQVRNTYSQTALDIVHQFTTSQASKEIKQLLREASAALQVRATKDYCNNYDLTS.... Result: 0 (no interaction).